From a dataset of CYP2C19 inhibition data for predicting drug metabolism from PubChem BioAssay. Regression/Classification. Given a drug SMILES string, predict its absorption, distribution, metabolism, or excretion properties. Task type varies by dataset: regression for continuous measurements (e.g., permeability, clearance, half-life) or binary classification for categorical outcomes (e.g., BBB penetration, CYP inhibition). Dataset: cyp2c19_veith. (1) The molecule is CCCNC(=O)OC[C@H]1O[C@@H](CCO/N=C2/C[C@@H](O)[C@@H](O)[C@@H]3[C@@H]4C(=O)N(CC)C(=O)[C@H]4CC[C@@H]23)C=C[C@@H]1Oc1ccc(OC)cc1. The result is 0 (non-inhibitor). (2) The molecule is O=C(O)C[C@H](NC(=O)CP(=O)(O)O)C(=O)O.[NH-][C@H]1CCCC[C@H]1[NH-].[Pt]. The result is 0 (non-inhibitor).